Predict the product of the given reaction. From a dataset of Forward reaction prediction with 1.9M reactions from USPTO patents (1976-2016). (1) Given the reactants [CH2:1]([O:3][C:4]1[CH:5]=[C:6]([CH:9]=[CH:10][C:11]=1[OH:12])[CH:7]=[O:8])[CH3:2].Br[CH2:14][CH:15]=[C:16]([CH3:18])[CH3:17].C([O-])([O-])=O.[K+].[K+], predict the reaction product. The product is: [CH2:1]([O:3][C:4]1[CH:5]=[C:6]([CH:9]=[CH:10][C:11]=1[O:12][CH2:14][CH:15]=[C:16]([CH3:18])[CH3:17])[CH:7]=[O:8])[CH3:2]. (2) Given the reactants [Cl:1][C:2]1[CH:3]=[CH:4][C:5]([CH3:11])=[C:6]([CH:10]=1)[C:7](O)=[O:8].S(Cl)(Cl)=O.[CH3:16][NH2:17], predict the reaction product. The product is: [Cl:1][C:2]1[CH:3]=[CH:4][C:5]([CH3:11])=[C:6]([CH:10]=1)[C:7]([NH:17][CH3:16])=[O:8]. (3) Given the reactants [Cl:1][C:2]1[C:7]([O:8][CH3:9])=[CH:6][C:5]([O:10][CH3:11])=[CH:4][C:3]=1[C:12]1[C:23](=[O:24])[N:22]([CH2:25][CH2:26][N:27]2[CH2:34][C@@H:33]3[C@@H:29]([CH2:30][NH:31][CH2:32]3)[CH2:28]2)[C:15]2[N:16]=[C:17]([NH:20][CH3:21])[N:18]=[CH:19][C:14]=2[CH:13]=1.[C:35](Cl)(=[O:38])[CH:36]=[CH2:37], predict the reaction product. The product is: [C:35]([N:31]1[CH2:30][C@H:29]2[CH2:28][N:27]([CH2:26][CH2:25][N:22]3[C:15]4[N:16]=[C:17]([NH:20][CH3:21])[N:18]=[CH:19][C:14]=4[CH:13]=[C:12]([C:3]4[CH:4]=[C:5]([O:10][CH3:11])[CH:6]=[C:7]([O:8][CH3:9])[C:2]=4[Cl:1])[C:23]3=[O:24])[CH2:34][C@H:33]2[CH2:32]1)(=[O:38])[CH:36]=[CH2:37]. (4) Given the reactants [OH:1][C@@H:2]([CH2:8][CH3:9])[C@@H:3]([C:5]([OH:7])=[O:6])[NH2:4].C(=O)([O-])[O-].[Na+].[Na+].Cl[C:17]([O:19][CH2:20][CH:21]1[C:33]2[CH:32]=[CH:31][CH:30]=[CH:29][C:28]=2[C:27]2[C:22]1=[CH:23][CH:24]=[CH:25][CH:26]=2)=[O:18].Cl, predict the reaction product. The product is: [C:17]([NH:4][C@H:3]([C:5]([OH:7])=[O:6])[C@H:2]([CH2:8][CH3:9])[OH:1])([O:19][CH2:20][CH:21]1[C:22]2[C:27](=[CH:26][CH:25]=[CH:24][CH:23]=2)[C:28]2[C:33]1=[CH:32][CH:31]=[CH:30][CH:29]=2)=[O:18]. (5) Given the reactants [CH2:1]([N:3]1[C:11]2[C:6](=[CH:7][CH:8]=[C:9]([O:12][CH3:13])[CH:10]=2)[C:5]([C:14](O)=[O:15])=[C:4]1[CH3:17])[CH3:2].C(Cl)(=O)C(Cl)=O.[CH3:24][NH2:25], predict the reaction product. The product is: [CH3:24][NH:25][C:14]([C:5]1[C:6]2[C:11](=[CH:10][C:9]([O:12][CH3:13])=[CH:8][CH:7]=2)[N:3]([CH2:1][CH3:2])[C:4]=1[CH3:17])=[O:15]. (6) Given the reactants [CH2:1]1[C:7]2[CH:8]=[CH:9][C:10]([C:12]([O:14][CH2:15][CH3:16])=[O:13])=[CH:11][C:6]=2[CH2:5][CH2:4][NH:3][CH2:2]1.C(O)(=O)C.[C:21]1(=O)[CH2:24][CH2:23][CH2:22]1.C(O[BH-](OC(=O)C)OC(=O)C)(=O)C.[Na+], predict the reaction product. The product is: [CH:21]1([N:3]2[CH2:2][CH2:1][C:7]3[CH:8]=[CH:9][C:10]([C:12]([O:14][CH2:15][CH3:16])=[O:13])=[CH:11][C:6]=3[CH2:5][CH2:4]2)[CH2:24][CH2:23][CH2:22]1.